From a dataset of Forward reaction prediction with 1.9M reactions from USPTO patents (1976-2016). Predict the product of the given reaction. Given the reactants [OH:1][C:2]1[CH:3]=[C:4]([CH:9]=[C:10]([OH:12])[CH:11]=1)[C:5]([O:7][CH3:8])=[O:6].[CH2:13](Br)[C:14]1[CH:19]=[CH:18][CH:17]=[CH:16][CH:15]=1.C(=O)([O-])[O-].[K+].[K+], predict the reaction product. The product is: [CH2:13]([O:1][C:2]1[CH:3]=[C:4]([CH:9]=[C:10]([OH:12])[CH:11]=1)[C:5]([O:7][CH3:8])=[O:6])[C:14]1[CH:19]=[CH:18][CH:17]=[CH:16][CH:15]=1.